Dataset: Reaction yield outcomes from USPTO patents with 853,638 reactions. Task: Predict the reaction yield, written as a fraction of the theoretical maximum amount of product (1.0 means a 100% yield; for example, 0.34 means a 34% yield). (1) The reactants are [CH3:1][C:2]([C:13]1[CH:18]=[CH:17][C:16]([N+:19]([O-])=O)=[CH:15][CH:14]=1)([CH3:12])[CH2:3][NH:4][C:5](=[O:11])[O:6][C:7]([CH3:10])([CH3:9])[CH3:8].C([O-])=O.[NH4+]. The catalyst is CCO.[Pd]. The product is [CH3:12][C:2]([C:13]1[CH:18]=[CH:17][C:16]([NH2:19])=[CH:15][CH:14]=1)([CH3:1])[CH2:3][NH:4][C:5](=[O:11])[O:6][C:7]([CH3:8])([CH3:9])[CH3:10]. The yield is 0.830. (2) The reactants are [OH:1][CH:2]([CH:5]([O:18][CH3:19])[C:6]1[CH:11]=[CH:10][C:9]([N:12]2[CH2:17][CH2:16][O:15][CH2:14][CH2:13]2)=[CH:8][CH:7]=1)[C:3]#[N:4].C1(C)C=CC(S([O-])(=O)=O)=CC=1.[NH+]1C=CC=CC=1.[CH:37]([O:39][CH2:40][CH3:41])=[CH2:38].C([O-])(O)=O.[Na+]. The catalyst is C(Cl)Cl.O. The product is [CH2:37]([O:39][CH:40]([O:1][CH:2]([CH:5]([O:18][CH3:19])[C:6]1[CH:7]=[CH:8][C:9]([N:12]2[CH2:13][CH2:14][O:15][CH2:16][CH2:17]2)=[CH:10][CH:11]=1)[C:3]#[N:4])[CH3:41])[CH3:38]. The yield is 0.350. (3) The reactants are [CH3:1][C:2]1[N:7]=[C:6]([C:8]2[CH:13]=[CH:12][CH:11]=[C:10]([C:14]3[CH:15]=[C:16]([NH2:20])[CH:17]=[CH:18][CH:19]=3)[N:9]=2)[CH:5]=[C:4]([C:21]2[CH:26]=[CH:25][C:24]([C:27]([F:30])([F:29])[F:28])=[CH:23][CH:22]=2)[CH:3]=1.[CH3:31][S:32](Cl)(=[O:34])=[O:33]. The catalyst is CCOC(C)=O.C([O-])(O)=O.[Na+]. The product is [CH3:1][C:2]1[N:7]=[C:6]([C:8]2[CH:13]=[CH:12][CH:11]=[C:10]([C:14]3[CH:15]=[C:16]([NH:20][S:32]([CH3:31])(=[O:34])=[O:33])[CH:17]=[CH:18][CH:19]=3)[N:9]=2)[CH:5]=[C:4]([C:21]2[CH:26]=[CH:25][C:24]([C:27]([F:28])([F:30])[F:29])=[CH:23][CH:22]=2)[CH:3]=1. The yield is 0.190. (4) The reactants are C(OC([NH:8][C@@H:9]([CH:40]([CH3:42])[CH3:41])[C:10]([O:12][C:13]1[CH:18]=[CH:17][C:16]([C@@H:19]2[CH2:24][CH2:23][N:22]([C@@H:25]3[CH2:29][CH2:28][N:27]([CH2:30][C:31]4[CH:36]=[CH:35][C:34]([CH3:37])=[CH:33][CH:32]=4)[C:26]3=[O:38])[CH2:21][C@H:20]2[F:39])=[CH:15][CH:14]=1)=[O:11])=O)(C)(C)C.[ClH:43].C(OCC)C. The catalyst is C(Cl)Cl. The product is [ClH:43].[NH2:8][C@@H:9]([CH:40]([CH3:42])[CH3:41])[C:10]([O:12][C:13]1[CH:18]=[CH:17][C:16]([C@@H:19]2[CH2:24][CH2:23][N:22]([C@@H:25]3[CH2:29][CH2:28][N:27]([CH2:30][C:31]4[CH:32]=[CH:33][C:34]([CH3:37])=[CH:35][CH:36]=4)[C:26]3=[O:38])[CH2:21][C@H:20]2[F:39])=[CH:15][CH:14]=1)=[O:11]. The yield is 0.440. (5) The reactants are [N+:1]([C:4]1[CH:10]=[CH:9][C:7]([NH2:8])=[CH:6][CH:5]=1)([O-])=O.C(N(C(C)C)CC)(C)C.[C:20]([O:23][CH2:24][CH3:25])(=[O:22])C. No catalyst specified. The product is [CH2:24]([O:23][C:20](=[O:22])[NH:1][C:4]1[CH:10]=[CH:9][C:7]([NH2:8])=[CH:6][CH:5]=1)[CH3:25]. The yield is 0.900. (6) The reactants are C(OC([C:6]1[C:10]([CH:11]([CH2:16][CH2:17][O:18][CH3:19])[CH2:12][CH2:13][O:14][CH3:15])=[CH:9][NH:8][CH:7]=1)=O)C.[OH-].[Na+].O.C(Cl)Cl. The catalyst is C(O)CO. The product is [CH3:15][O:14][CH2:13][CH2:12][CH:11]([C:10]1[CH:6]=[CH:7][NH:8][CH:9]=1)[CH2:16][CH2:17][O:18][CH3:19]. The yield is 0.530. (7) The reactants are C([N:8]1[CH2:12][C@H:11]([C:13]2[CH:18]=[CH:17][CH:16]=[C:15]([C:19]([F:22])([F:21])[F:20])[C:14]=2[C:23]([O:25][CH:26]([CH3:28])[CH3:27])=[O:24])[C@H:10]([C:29]([O:31][CH3:32])=[O:30])[CH2:9]1)C1C=CC=CC=1.[C:41](O[C:41]([O:43][C:44]([CH3:47])([CH3:46])[CH3:45])=[O:42])([O:43][C:44]([CH3:47])([CH3:46])[CH3:45])=[O:42].[H][H]. The catalyst is C(O)C.[Pd]. The product is [CH:26]([O:25][C:23]([C:14]1[C:15]([C:19]([F:20])([F:21])[F:22])=[CH:16][CH:17]=[CH:18][C:13]=1[C@H:11]1[CH2:12][N:8]([C:41]([O:43][C:44]([CH3:45])([CH3:46])[CH3:47])=[O:42])[CH2:9][C@H:10]1[C:29]([O:31][CH3:32])=[O:30])=[O:24])([CH3:28])[CH3:27]. The yield is 0.980. (8) The reactants are [F:1][C:2]1[CH:3]=[C:4]([C@@H:8]([NH:33]C(=O)OC(C)(C)C)[CH2:9][CH:10]([N:12]2[CH2:17][CH2:16][CH:15]([N:18]3[C:22]4[CH2:23][N:24]([C:27](=[O:31])[CH:28]([CH3:30])[CH3:29])[CH2:25][CH2:26][C:21]=4[N:20]=[C:19]3[CH3:32])[CH2:14][CH2:13]2)[CH3:11])[CH:5]=[CH:6][CH:7]=1.Cl. No catalyst specified. The product is [F:1][C:2]1[CH:3]=[C:4]([C@@H:8]([NH2:33])[CH2:9][CH:10]([N:12]2[CH2:13][CH2:14][CH:15]([N:18]3[C:22]4[CH2:23][N:24]([C:27](=[O:31])[CH:28]([CH3:29])[CH3:30])[CH2:25][CH2:26][C:21]=4[N:20]=[C:19]3[CH3:32])[CH2:16][CH2:17]2)[CH3:11])[CH:5]=[CH:6][CH:7]=1. The yield is 0.800. (9) The reactants are [CH3:1][N:2]1[C:7](=[O:8])[C:6]([NH:9][C:10]2[CH:15]=[CH:14][C:13]([N:16]3[CH2:21][CH2:20][N:19]([CH:22]4[CH2:25][O:24][CH2:23]4)[CH2:18][C@@H:17]3[CH3:26])=[CH:12][N:11]=2)=[CH:5][C:4]([C:27]2[C:32]([CH:33]=[O:34])=[C:31]([N:35]3[CH2:46][CH2:45][C:44]4[C:43]5[CH2:42][C:41]([CH3:48])([CH3:47])[CH2:40][C:39]=5[S:38][C:37]=4[C:36]3=[O:49])[N:30]=[CH:29][CH:28]=2)=[CH:3]1.[BH4-].[Na+]. The catalyst is CO. The product is [OH:34][CH2:33][C:32]1[C:31]([N:35]2[CH2:46][CH2:45][C:44]3[C:43]4[CH2:42][C:41]([CH3:48])([CH3:47])[CH2:40][C:39]=4[S:38][C:37]=3[C:36]2=[O:49])=[N:30][CH:29]=[CH:28][C:27]=1[C:4]1[CH:5]=[C:6]([NH:9][C:10]2[CH:15]=[CH:14][C:13]([N:16]3[CH2:21][CH2:20][N:19]([CH:22]4[CH2:25][O:24][CH2:23]4)[CH2:18][C@@H:17]3[CH3:26])=[CH:12][N:11]=2)[C:7](=[O:8])[N:2]([CH3:1])[CH:3]=1. The yield is 0.630. (10) The reactants are [Br:1][C:2]1[CH:7]=[CH:6][C:5]([Cl:8])=[C:4]([CH2:9][C:10]2[CH:15]=[CH:14][C:13]([O:16]CC)=[CH:12][CH:11]=2)[CH:3]=1.B(Br)(Br)Br. The catalyst is ClCCl. The product is [Br:1][C:2]1[CH:7]=[CH:6][C:5]([Cl:8])=[C:4]([CH:3]=1)[CH2:9][C:10]1[CH:15]=[CH:14][C:13]([OH:16])=[CH:12][CH:11]=1. The yield is 0.770.